Task: Predict which catalyst facilitates the given reaction.. Dataset: Catalyst prediction with 721,799 reactions and 888 catalyst types from USPTO (1) Reactant: [Cl:1][C:2]1[CH:7]=[CH:6][C:5]([CH2:8][NH:9][C:10]([CH:12]2[CH2:14][CH2:13]2)=[O:11])=[CH:4][C:3]=1[C:15]1[NH:19][C:18](=[O:20])[N:17]([C:21]2[CH:30]=[CH:29][C:24]([C:25](OC)=[O:26])=[CH:23][CH:22]=2)[N:16]=1.[F:31][C:32]([F:41])([F:40])[C:33]1[CH:34]=[C:35]([CH:37]=[CH:38][CH:39]=1)[NH2:36].C[Al](C)C. Product: [Cl:1][C:2]1[CH:7]=[CH:6][C:5]([CH2:8][NH:9][C:10]([CH:12]2[CH2:14][CH2:13]2)=[O:11])=[CH:4][C:3]=1[C:15]1[NH:19][C:18](=[O:20])[N:17]([C:21]2[CH:30]=[CH:29][C:24]([C:25]([NH:36][C:35]3[CH:37]=[CH:38][CH:39]=[C:33]([C:32]([F:31])([F:40])[F:41])[CH:34]=3)=[O:26])=[CH:23][CH:22]=2)[N:16]=1. The catalyst class is: 11. (2) Reactant: [O:1]=[C:2]([C:9]1[N:14]=[CH:13][CH:12]=[CH:11][N:10]=1)[CH2:3][C:4]([O:6][CH2:7][CH3:8])=[O:5].[I:15]NC(=O)CCC(N)=O. Product: [I:15][CH:3]([C:2](=[O:1])[C:9]1[N:10]=[CH:11][CH:12]=[CH:13][N:14]=1)[C:4]([O:6][CH2:7][CH3:8])=[O:5]. The catalyst class is: 25. (3) Reactant: [Cl:1][C:2]1[CH:7]=[CH:6][CH:5]=[CH:4][C:3]=1[C:8]1([CH3:35])[C:16]2[C:11](=[CH:12][CH:13]=[C:14]([O:17][CH2:18][CH3:19])[CH:15]=2)[N:10]([S:20]([C:23]2[CH:28]=[CH:27][C:26]([N+:29]([O-])=O)=[CH:25][C:24]=2[O:32][CH3:33])(=[O:22])=[O:21])[C:9]1=[O:34].CO. Product: [NH2:29][C:26]1[CH:27]=[CH:28][C:23]([S:20]([N:10]2[C:11]3[C:16](=[CH:15][C:14]([O:17][CH2:18][CH3:19])=[CH:13][CH:12]=3)[C:8]([C:3]3[CH:4]=[CH:5][CH:6]=[CH:7][C:2]=3[Cl:1])([CH3:35])[C:9]2=[O:34])(=[O:22])=[O:21])=[C:24]([O:32][CH3:33])[CH:25]=1. The catalyst class is: 770.